Dataset: Peptide-MHC class I binding affinity with 185,985 pairs from IEDB/IMGT. Task: Regression. Given a peptide amino acid sequence and an MHC pseudo amino acid sequence, predict their binding affinity value. This is MHC class I binding data. (1) The peptide sequence is FEEPNYDEF. The MHC is Mamu-B17 with pseudo-sequence Mamu-B17. The binding affinity (normalized) is 0.403. (2) The peptide sequence is ILGRYLPEF. The MHC is HLA-B40:01 with pseudo-sequence HLA-B40:01. The binding affinity (normalized) is 0.0847. (3) The peptide sequence is WHTTKGAAL. The MHC is HLA-A80:01 with pseudo-sequence HLA-A80:01. The binding affinity (normalized) is 0.0847. (4) The peptide sequence is FPIQDFPII. The MHC is HLA-B45:06 with pseudo-sequence HLA-B45:06. The binding affinity (normalized) is 0.213.